From a dataset of Full USPTO retrosynthesis dataset with 1.9M reactions from patents (1976-2016). Predict the reactants needed to synthesize the given product. (1) Given the product [C:18]([O:17][C:15](=[O:16])[NH:6][CH2:5][CH2:4][O:3][CH2:1][CH3:2])([CH3:21])([CH3:20])[CH3:19], predict the reactants needed to synthesize it. The reactants are: [CH2:1]([O:3][CH2:4][CH2:5][NH2:6])[CH3:2].O1CCOCC1.[OH-].[Na+].[C:15](O[C:15]([O:17][C:18]([CH3:21])([CH3:20])[CH3:19])=[O:16])([O:17][C:18]([CH3:21])([CH3:20])[CH3:19])=[O:16]. (2) The reactants are: [Br:1][C:2]1[CH:3]=[C:4]([F:11])[CH:5]=[C:6]2[C:10]=1[CH2:9][CH:8]=[CH:7]2.C1(CCCC2C=C[N+]([O-:27])=CC=2)C=CC=CC=1.Cl[O-].[Na+]. Given the product [Br:1][C:2]1[C:10]2[CH2:9][C@H:8]3[O:27][C@H:7]3[C:6]=2[CH:5]=[C:4]([F:11])[CH:3]=1, predict the reactants needed to synthesize it. (3) Given the product [CH3:11][C@H:10]([NH:12][C:13](=[O:15])[CH3:14])[CH2:9][CH2:8][C:5]1[CH:4]=[CH:3][C:2]([O:1][C:19]2[CH:24]=[CH:23][C:22]([N+:25]([O-:27])=[O:26])=[CH:21][N:20]=2)=[CH:7][CH:6]=1, predict the reactants needed to synthesize it. The reactants are: [OH:1][C:2]1[CH:7]=[CH:6][C:5]([CH2:8][CH2:9][C@@H:10]([NH:12][C:13](=[O:15])[CH3:14])[CH3:11])=[CH:4][CH:3]=1.[H-].[Na+].Cl[C:19]1[CH:24]=[CH:23][C:22]([N+:25]([O-:27])=[O:26])=[CH:21][N:20]=1. (4) Given the product [O:17]=[C:18]1[NH:23][C:22]([C:24]([NH:97][CH2:96][C:92]2[CH:93]=[CH:94][CH:95]=[C:90]([O:89][CH2:88][CH2:87][O:86][C:83]3[N:84]=[CH:85][NH:81][N:82]=3)[CH:91]=2)=[O:26])=[N:21][C:20]2[S:29][CH:30]=[C:31]([C:32]3[CH:33]=[N:34][CH:35]=[CH:36][CH:37]=3)[C:19]1=2, predict the reactants needed to synthesize it. The reactants are: O=C1C2C(=CC=CC=2)N=C(C(OCC)=O)N1.[O:17]=[C:18]1[NH:23][C:22]([C:24]([O:26]CC)=O)=[N:21][C:20]2[S:29][CH:30]=[C:31]([C:32]3[CH:33]=[N:34][CH:35]=[CH:36][CH:37]=3)[C:19]1=2.C1(C(C2C=CC=CC=2)(C2C=CC=CC=2)N2C=NC(CCCOC3C=C(CN)C=CN=3)=N2)C=CC=CC=1.C1(C(C2C=CC=CC=2)(C2C=CC=CC=2)[N:81]2[CH:85]=[N:84][C:83]([O:86][CH2:87][CH2:88][O:89][C:90]3[CH:91]=[C:92]([CH2:96][NH2:97])[CH:93]=[CH:94][CH:95]=3)=[N:82]2)C=CC=CC=1. (5) Given the product [CH3:3][NH:4][CH2:5][CH2:6][C@H:7]([C:9]1[CH:14]=[CH:13][CH:12]=[CH:11][CH:10]=1)[OH:8], predict the reactants needed to synthesize it. The reactants are: CO[CH2:3][NH:4][CH2:5][CH2:6][C@H:7]([C:9]1[CH:14]=[CH:13][CH:12]=[CH:11][CH:10]=1)[OH:8].